Dataset: Reaction yield outcomes from USPTO patents with 853,638 reactions. Task: Predict the reaction yield, written as a fraction of the theoretical maximum amount of product (1.0 means a 100% yield; for example, 0.34 means a 34% yield). (1) The reactants are Cl.Cl.[NH2:3][CH2:4][CH2:5][CH2:6][C:7]1([C:25]2[CH:30]=[CH:29][CH:28]=[CH:27][CH:26]=2)[N:11]([C:12](=[O:16])[CH:13]([CH3:15])[CH3:14])[N:10]=[C:9]([C:17]2[CH:22]=[C:21]([F:23])[CH:20]=[CH:19][C:18]=2[F:24])[O:8]1.CCN(C(C)C)C(C)C.[C:40](Cl)(=[O:44])[CH:41]([CH3:43])[CH3:42].Cl. The catalyst is C(Cl)Cl. The product is [F:24][C:18]1[CH:19]=[CH:20][C:21]([F:23])=[CH:22][C:17]=1[C:9]1[O:8][C:7]([CH2:6][CH2:5][CH2:4][NH:3][C:40](=[O:44])[CH:41]([CH3:43])[CH3:42])([C:25]2[CH:30]=[CH:29][CH:28]=[CH:27][CH:26]=2)[N:11]([C:12](=[O:16])[CH:13]([CH3:15])[CH3:14])[N:10]=1. The yield is 0.620. (2) The reactants are [F:1][C:2]1[C:10]([F:11])=[C:9]([CH3:12])[CH:8]=[CH:7][C:3]=1[C:4]([OH:6])=[O:5].[Si](C=[N+]=[N-])(C)(C)[CH3:14].CCCCCC. The catalyst is C(Cl)Cl.CO. The product is [CH3:14][O:5][C:4](=[O:6])[C:3]1[CH:7]=[CH:8][C:9]([CH3:12])=[C:10]([F:11])[C:2]=1[F:1]. The yield is 1.00. (3) The reactants are [CH:1]([O:3][C:4]1[CH:5]=[C:6]([C:10](=[O:12])[CH3:11])[CH:7]=[CH:8][CH:9]=1)=[CH2:2].C(N)C1C=CC=CC=1.Cl. The catalyst is C1(C)C=CC=CC=1. The product is [O:3]1[C:4]2[CH:9]=[CH:8][CH:7]=[C:6]([C:10](=[O:12])[CH3:11])[C:5]=2[CH2:2][CH2:1]1. The yield is 0.720. (4) The reactants are C[O:2][C:3](=[O:42])[C@@H:4]([NH:8][C:9](=[O:41])[C:10]1[CH:15]=[CH:14][C:13]([C:16]2[CH:21]=[CH:20][C:19]([NH:22][C:23]([C:25]3[N:26]=[C:27]([C:34]4[CH:39]=[CH:38][CH:37]=[CH:36][CH:35]=4)[O:28][C:29]=3[C:30]([F:33])([F:32])[F:31])=[O:24])=[CH:18][N:17]=2)=[C:12]([Cl:40])[CH:11]=1)[CH:5]([CH3:7])[CH3:6].CO.O.O.[OH-].[Li+]. The catalyst is O1CCCC1. The product is [Cl:40][C:12]1[CH:11]=[C:10]([CH:15]=[CH:14][C:13]=1[C:16]1[CH:21]=[CH:20][C:19]([NH:22][C:23]([C:25]2[N:26]=[C:27]([C:34]3[CH:35]=[CH:36][CH:37]=[CH:38][CH:39]=3)[O:28][C:29]=2[C:30]([F:31])([F:33])[F:32])=[O:24])=[CH:18][N:17]=1)[C:9]([NH:8][CH:4]([CH:5]([CH3:6])[CH3:7])[C:3]([OH:42])=[O:2])=[O:41]. The yield is 0.930. (5) The reactants are [C:1]([O:5][C:6](=[O:25])[NH:7][CH2:8][C:9]([NH:11][NH:12][C:13]([C:15]1[CH:20]=[C:19]([CH2:21][CH3:22])[C:18](=[O:23])[NH:17][C:16]=1[CH3:24])=[O:14])=O)([CH3:4])([CH3:3])[CH3:2].S(Cl)([C:29]1C=CC(C)=CC=1)(=O)=O.C(N=P1(N(CC)CC)N(C)CCCN1C)(C)(C)C. The catalyst is O1CCCC1. The product is [C:1]([O:5][C:6](=[O:25])[NH:7][CH2:8][C:9]1[O:14][C:13]([C:15]2[C:16]([CH3:24])=[N:17][C:18]([O:23][CH3:29])=[C:19]([CH2:21][CH3:22])[CH:20]=2)=[N:12][N:11]=1)([CH3:4])([CH3:3])[CH3:2]. The yield is 0.610. (6) The reactants are [Cl:1][C:2]1[N:7]=[C:6]([Cl:8])[CH:5]=[C:4]([CH3:9])[N:3]=1.[NH:10]([CH3:12])[CH3:11].C([O-])(O)=O.[Na+]. The catalyst is C1COCC1. The product is [Cl:1][C:2]1[N:7]=[C:6]([N:10]([CH3:12])[CH3:11])[CH:5]=[C:4]([CH3:9])[N:3]=1.[Cl:8][C:6]1[CH:5]=[C:4]([CH3:9])[N:3]=[C:2]([N:10]([CH3:12])[CH3:11])[N:7]=1. The yield is 0.680.